Dataset: Forward reaction prediction with 1.9M reactions from USPTO patents (1976-2016). Task: Predict the product of the given reaction. (1) Given the reactants C[O:2][C:3](=O)[C:4]1[CH:9]=[CH:8][C:7]([Br:10])=[C:6]([CH3:11])[CH:5]=1.[H-].C([Al+]CC(C)C)C(C)C, predict the reaction product. The product is: [Br:10][C:7]1[CH:8]=[CH:9][C:4]([CH2:3][OH:2])=[CH:5][C:6]=1[CH3:11]. (2) Given the reactants [CH3:1][C:2]1[C:6]([C:7]2[C:15]3[C:10](=[N:11][CH:12]=[C:13]([C:16]4[CH:21]=[CH:20][C:19]([N:22]5[CH2:27][CH2:26][N:25]([C:28]([O:30][C:31]([CH3:34])([CH3:33])[CH3:32])=[O:29])[CH2:24][CH2:23]5)=[CH:18][CH:17]=4)[CH:14]=3)[N:9](S(C3C=CC(C)=CC=3)(=O)=O)[CH:8]=2)=[C:5]([CH3:45])[N:4]([CH2:46][C:47]2[CH:52]=[CH:51][CH:50]=[C:49]([O:53][C:54]([F:57])([F:56])[F:55])[CH:48]=2)[N:3]=1.[OH-].[Li+], predict the reaction product. The product is: [CH3:1][C:2]1[C:6]([C:7]2[C:15]3[C:10](=[N:11][CH:12]=[C:13]([C:16]4[CH:21]=[CH:20][C:19]([N:22]5[CH2:23][CH2:24][N:25]([C:28]([O:30][C:31]([CH3:34])([CH3:32])[CH3:33])=[O:29])[CH2:26][CH2:27]5)=[CH:18][CH:17]=4)[CH:14]=3)[NH:9][CH:8]=2)=[C:5]([CH3:45])[N:4]([CH2:46][C:47]2[CH:52]=[CH:51][CH:50]=[C:49]([O:53][C:54]([F:55])([F:56])[F:57])[CH:48]=2)[N:3]=1. (3) Given the reactants [N:1]1[C:10]2[C:5](=[CH:6][CH:7]=[CH:8][CH:9]=2)[CH:4]=[CH:3][C:2]=1[N:11]1[CH2:14][CH:13]([C:15]2[C:16]([N:21]3[CH2:25][CH2:24][CH:23]([NH2:26])[CH2:22]3)=[N:17][CH:18]=[CH:19][N:20]=2)[CH2:12]1.N1C=CC=CC=1.N1(C2C=CN=CC=2)CCCC1.[C:44](Cl)(=[O:47])[O:45][CH3:46], predict the reaction product. The product is: [N:1]1[C:10]2[C:5](=[CH:6][CH:7]=[CH:8][CH:9]=2)[CH:4]=[CH:3][C:2]=1[N:11]1[CH2:12][CH:13]([C:15]2[C:16]([N:21]3[CH2:25][CH2:24][CH:23]([NH:26][C:44](=[O:47])[O:45][CH3:46])[CH2:22]3)=[N:17][CH:18]=[CH:19][N:20]=2)[CH2:14]1. (4) The product is: [CH2:1]([O:3][C:4]1[CH:11]=[CH:10][C:7]([CH:8]2[N:12]([C:13]3[N:14]=[N:15][C:16]([CH3:19])=[CH:17][CH:18]=3)[C:23](=[O:22])[C:24]([OH:37])=[C:25]2[C:26](=[O:27])[C:28]2[CH:29]=[CH:30][C:31]([CH:34]([CH3:35])[CH3:36])=[CH:32][CH:33]=2)=[CH:6][CH:5]=1)[CH3:2]. Given the reactants [CH2:1]([O:3][C:4]1[CH:11]=[CH:10][C:7]([CH:8]=O)=[CH:6][CH:5]=1)[CH3:2].[NH2:12][C:13]1[N:14]=[N:15][C:16]([CH3:19])=[CH:17][CH:18]=1.C([O:22][C:23](=O)[C:24]([OH:37])=[CH:25][C:26]([C:28]1[CH:33]=[CH:32][C:31]([CH:34]([CH3:36])[CH3:35])=[CH:30][CH:29]=1)=[O:27])C, predict the reaction product.